Dataset: Peptide-MHC class I binding affinity with 185,985 pairs from IEDB/IMGT. Task: Regression. Given a peptide amino acid sequence and an MHC pseudo amino acid sequence, predict their binding affinity value. This is MHC class I binding data. (1) The peptide sequence is DDALFIYGY. The MHC is HLA-A26:01 with pseudo-sequence HLA-A26:01. The binding affinity (normalized) is 0.497. (2) The peptide sequence is VMTDGPANK. The MHC is HLA-B15:01 with pseudo-sequence HLA-B15:01. The binding affinity (normalized) is 0.0847. (3) The peptide sequence is FVNRANQRL. The MHC is HLA-A68:02 with pseudo-sequence HLA-A68:02. The binding affinity (normalized) is 0.417. (4) The peptide sequence is CVGDHQAAM. The MHC is Mamu-A2601 with pseudo-sequence Mamu-A2601. The binding affinity (normalized) is 0.664. (5) The peptide sequence is HPVGEADYF. The MHC is HLA-B40:02 with pseudo-sequence HLA-B40:02. The binding affinity (normalized) is 0. (6) The peptide sequence is MGLNYKLTF. The MHC is HLA-B15:01 with pseudo-sequence HLA-B15:01. The binding affinity (normalized) is 0.245.